Dataset: Peptide-MHC class I binding affinity with 185,985 pairs from IEDB/IMGT. Task: Regression. Given a peptide amino acid sequence and an MHC pseudo amino acid sequence, predict their binding affinity value. This is MHC class I binding data. (1) The peptide sequence is MGLDKGWPI. The MHC is HLA-B51:01 with pseudo-sequence HLA-B51:01. The binding affinity (normalized) is 0.0102. (2) The peptide sequence is SYKIHQED. The MHC is Mamu-B03 with pseudo-sequence Mamu-B03. The binding affinity (normalized) is 0. (3) The peptide sequence is ANISTILYF. The MHC is HLA-B15:01 with pseudo-sequence HLA-B15:01. The binding affinity (normalized) is 0.551. (4) The peptide sequence is VSRDFDDVY. The MHC is HLA-A02:03 with pseudo-sequence HLA-A02:03. The binding affinity (normalized) is 0.0847. (5) The peptide sequence is TLLCVLAAL. The MHC is HLA-A02:02 with pseudo-sequence HLA-A02:02. The binding affinity (normalized) is 0.807. (6) The peptide sequence is LLVFNYPGI. The MHC is H-2-Db with pseudo-sequence H-2-Db. The binding affinity (normalized) is 0.0118. (7) The peptide sequence is KKCCYHCQF. The MHC is Mamu-B08 with pseudo-sequence Mamu-B08. The binding affinity (normalized) is 0.137.